From a dataset of Forward reaction prediction with 1.9M reactions from USPTO patents (1976-2016). Predict the product of the given reaction. (1) Given the reactants [F:1][C:2]1[CH:3]=[CH:4][C:5]([O:19][CH3:20])=[C:6]([C:8]([CH3:18])([CH3:17])[CH2:9][C:10]2([C:13]([F:16])([F:15])[F:14])[CH2:12][O:11]2)[CH:7]=1.[NH2:21][C:22]1[CH:23]=[CH:24][CH:25]=[C:26]2[C:31]=1[N:30]=[CH:29][CH:28]=[CH:27]2, predict the reaction product. The product is: [N:30]1[C:31]2[C:26](=[CH:25][CH:24]=[CH:23][C:22]=2[NH:21][CH2:12][C:10]([C:13]([F:16])([F:15])[F:14])([OH:11])[CH2:9][C:8]([C:6]2[CH:7]=[C:2]([F:1])[CH:3]=[CH:4][C:5]=2[O:19][CH3:20])([CH3:18])[CH3:17])[CH:27]=[CH:28][CH:29]=1. (2) Given the reactants [Cl:1][C:2]1[CH:3]=[CH:4][C:5]2[C:11]3[N:12]=[C:13]([NH:16][C:17]4[CH:22]=[CH:21][C:20](I)=[CH:19][CH:18]=4)[N:14]=[CH:15][C:10]=3[CH2:9][C:8](=[O:24])[NH:7][C:6]=2[CH:25]=1.[CH2:26]([NH:29]C(=O)OC(C)(C)C)[C:27]#[CH:28].C(OC(=O)NCC#CC1C=CC(NC2NC34C=CC=C(Cl)C3=NCC(=O)CC4=CN=2)=CC=1)(C)(C)C, predict the reaction product. The product is: [NH2:29][CH2:26][C:27]#[C:28][C:20]1[CH:21]=[CH:22][C:17]([NH:16][C:13]2[N:14]=[CH:15][C:10]3[CH2:9][C:8](=[O:24])[NH:7][C:6]4[CH:25]=[C:2]([Cl:1])[CH:3]=[CH:4][C:5]=4[C:11]=3[N:12]=2)=[CH:18][CH:19]=1. (3) Given the reactants F[C:2]1[C:7]([C:8]2[N:16]=[CH:15][N:14]=[C:13]3[C:9]=2[N:10]=[CH:11][N:12]3C2CCCCO2)=[CH:6][CH:5]=[CH:4][N:3]=1.[NH2:23][C:24]1[C:25]([F:41])=[C:26]([NH:31][S:32]([CH2:35][CH2:36][C:37]([F:40])([F:39])[F:38])(=[O:34])=[O:33])[CH:27]=[CH:28][C:29]=1[F:30], predict the reaction product. The product is: [N:16]1[C:8]([C:7]2[C:2]([NH:23][C:24]3[C:25]([F:41])=[C:26]([NH:31][S:32]([CH2:35][CH2:36][C:37]([F:40])([F:39])[F:38])(=[O:34])=[O:33])[CH:27]=[CH:28][C:29]=3[F:30])=[N:3][CH:4]=[CH:5][CH:6]=2)=[C:9]2[C:13]([NH:12][CH:11]=[N:10]2)=[N:14][CH:15]=1.